This data is from Forward reaction prediction with 1.9M reactions from USPTO patents (1976-2016). The task is: Predict the product of the given reaction. Given the reactants Cl.[CH2:2]([C:4]1[S:24][C:7]2[N:8]=[C:9]([S:18][CH2:19][C:20]([O:22][CH3:23])=[O:21])[N:10]=[C:11]([N:12]3[CH2:17][CH2:16][NH:15][CH2:14][CH2:13]3)[C:6]=2[CH:5]=1)[CH3:3].C(N(C(C)C)CC)(C)C.[F:34][C:35]([F:47])([F:46])[O:36][C:37]1[CH:45]=[CH:44][C:40]([C:41](Cl)=[O:42])=[CH:39][CH:38]=1, predict the reaction product. The product is: [CH2:2]([C:4]1[S:24][C:7]2[N:8]=[C:9]([S:18][CH2:19][C:20]([O:22][CH3:23])=[O:21])[N:10]=[C:11]([N:12]3[CH2:17][CH2:16][N:15]([C:41](=[O:42])[C:40]4[CH:44]=[CH:45][C:37]([O:36][C:35]([F:34])([F:46])[F:47])=[CH:38][CH:39]=4)[CH2:14][CH2:13]3)[C:6]=2[CH:5]=1)[CH3:3].